Dataset: Peptide-MHC class II binding affinity with 134,281 pairs from IEDB. Task: Regression. Given a peptide amino acid sequence and an MHC pseudo amino acid sequence, predict their binding affinity value. This is MHC class II binding data. (1) The peptide sequence is SSPDNVKPLYIITPT. The MHC is HLA-DPA10201-DPB10101 with pseudo-sequence HLA-DPA10201-DPB10101. The binding affinity (normalized) is 0.0960. (2) The peptide sequence is RETQISKTNTQTYR. The MHC is DRB1_0101 with pseudo-sequence DRB1_0101. The binding affinity (normalized) is 0.0636.